This data is from Catalyst prediction with 721,799 reactions and 888 catalyst types from USPTO. The task is: Predict which catalyst facilitates the given reaction. (1) Reactant: [CH2:1]([O:8][CH2:9][C@H:10]1[C@H:14]([O:15][Si](C(C)(C)C)(C2C=CC=CC=2)C2C=CC=CC=2)[CH2:13][C@H:12]([C:33]2[C:37]3[N:38]=[CH:39][N:40]=[C:41]([NH:42][C@@H:43]4[C:51]5[C:46](=[CH:47][CH:48]=[CH:49][CH:50]=5)[CH2:45][CH2:44]4)[C:36]=3[O:35][CH:34]=2)[CH2:11]1)[C:2]1[CH:7]=[CH:6][CH:5]=[CH:4][CH:3]=1.[F-].C([N+](CCCC)(CCCC)CCCC)CCC. Product: [CH2:1]([O:8][CH2:9][C@@H:10]1[CH2:11][C@@H:12]([C:33]2[C:37]3[N:38]=[CH:39][N:40]=[C:41]([NH:42][C@@H:43]4[C:51]5[C:46](=[CH:47][CH:48]=[CH:49][CH:50]=5)[CH2:45][CH2:44]4)[C:36]=3[O:35][CH:34]=2)[CH2:13][C@H:14]1[OH:15])[C:2]1[CH:3]=[CH:4][CH:5]=[CH:6][CH:7]=1. The catalyst class is: 1. (2) Reactant: [CH3:1][O:2][C:3]1[CH:4]=[C:5](O)[CH:6]=[C:7]([O:9][CH3:10])[CH:8]=1.CCOC(/[N:17]=N/C(OCC)=O)=O.C1(P(C2C=CC=CC=2)C2C=CC=CC=2)C=CC=CC=1.[Cl-].[NH4+]. Product: [CH3:1][O:2][C:3]1[CH:4]=[C:5]([CH:6]=[C:7]([O:9][CH3:10])[CH:8]=1)[NH2:17]. The catalyst class is: 1. (3) Reactant: [H-].[Na+].C(OP([CH2:11][C:12]([O:14][C:15]([CH3:18])([CH3:17])[CH3:16])=[O:13])(OCC)=O)C.[F:19][C:20]1([F:27])[CH2:25][CH2:24][C:23](=O)[CH2:22][CH2:21]1. Product: [F:19][C:20]1([F:27])[CH2:25][CH2:24][C:23](=[CH:11][C:12]([O:14][C:15]([CH3:16])([CH3:17])[CH3:18])=[O:13])[CH2:22][CH2:21]1. The catalyst class is: 1. (4) Reactant: [Br:1][C:2]([CH:19]([C:21]1[CH:26]=[CH:25][C:24]([O:27][CH2:28][CH2:29][N:30]2[CH2:33][CH:32]([CH2:34][F:35])[CH2:31]2)=[CH:23][CH:22]=1)[OH:20])=[C:3]([C:5]1[CH:10]=[C:9]([O:11]C2CCCCO2)[CH:8]=[CH:7][C:6]=1O)[CH3:4].Cl. Product: [Br:1][C:2]1[CH:19]([C:21]2[CH:26]=[CH:25][C:24]([O:27][CH2:28][CH2:29][N:30]3[CH2:31][CH:32]([CH2:34][F:35])[CH2:33]3)=[CH:23][CH:22]=2)[O:20][C:6]2[C:5]([C:3]=1[CH3:4])=[CH:10][C:9]([OH:11])=[CH:8][CH:7]=2. The catalyst class is: 11. (5) Reactant: C[O:2][C:3](=[O:13])[CH2:4][CH:5]1[CH2:10][CH2:9][CH2:8][C:7]([CH3:12])([CH3:11])[CH2:6]1.O[Li].O.Cl. Product: [CH3:11][C:7]1([CH3:12])[CH2:8][CH2:9][CH2:10][CH:5]([CH2:4][C:3]([OH:13])=[O:2])[CH2:6]1. The catalyst class is: 636. (6) Reactant: [CH:1]1[C:9]2[C:8]3[CH:10]=[CH:11][CH:12]=[CH:13][C:7]=3[O:6][C:5]=2[CH:4]=[C:3]([C:14]2[CH:19]=[CH:18][C:17]([C:20]3[N:25]=[C:24]([C:26]4[CH:31]=[CH:30][CH:29]=[CH:28][CH:27]=4)[N:23]=[C:22]([C:32]4[CH:37]=[CH:36][CH:35]=[CH:34][CH:33]=4)[N:21]=3)=[CH:16][CH:15]=2)[CH:2]=1.CN(CCN(C)C)C.Cl[Si:47]([CH3:50])([CH3:49])[CH3:48]. Product: [C:32]1([C:22]2[N:23]=[C:24]([C:26]3[CH:31]=[CH:30][CH:29]=[CH:28][CH:27]=3)[N:25]=[C:20]([C:17]3[CH:18]=[CH:19][C:14]([C:3]4[CH:2]=[CH:1][C:9]5[C:8]6[CH:10]=[CH:11][CH:12]=[C:13]([Si:47]([CH3:50])([CH3:49])[CH3:48])[C:7]=6[O:6][C:5]=5[CH:4]=4)=[CH:15][CH:16]=3)[N:21]=2)[CH:33]=[CH:34][CH:35]=[CH:36][CH:37]=1. The catalyst class is: 323.